This data is from Forward reaction prediction with 1.9M reactions from USPTO patents (1976-2016). The task is: Predict the product of the given reaction. (1) Given the reactants [Br:1][C:2]1[CH:10]=[CH:9][C:5]([C:6]([OH:8])=O)=[CH:4][CH:3]=1.[H-].[Na+].[CH2:13]([O:15][C:16](=[O:24])[CH:17](Cl)[C:18](=O)[CH:19]([CH3:21])[CH3:20])[CH3:14].C([O-])(=O)C.[NH4+:29], predict the reaction product. The product is: [CH2:13]([O:15][C:16]([C:17]1[O:8][C:6]([C:5]2[CH:4]=[CH:3][C:2]([Br:1])=[CH:10][CH:9]=2)=[N:29][C:18]=1[CH:19]([CH3:21])[CH3:20])=[O:24])[CH3:14]. (2) Given the reactants C(Cl)(=O)C(Cl)=O.[N+:7]([C:10]1[CH:11]=[C:12]([CH:16]=[CH:17][C:18]=1[CH2:19][CH3:20])[C:13]([OH:15])=O)([O-:9])=[O:8].CN(C=O)C.[NH2:26][C:27]1[CH:32]=[CH:31][CH:30]=[CH:29][CH:28]=1, predict the reaction product. The product is: [N+:7]([C:10]1[CH:11]=[C:12]([CH:16]=[CH:17][C:18]=1[CH2:19][CH3:20])[C:13]([NH:26][C:27]1[CH:32]=[CH:31][CH:30]=[CH:29][CH:28]=1)=[O:15])([O-:9])=[O:8]. (3) Given the reactants [NH2:1][C:2]1[CH:7]=[C:6]([O:8][CH2:9][C:10]2[CH:15]=[CH:14][CH:13]=[CH:12][CH:11]=2)[CH:5]=[CH:4][C:3]=1[S:16][C:17]1[CH:22]=[CH:21][C:20]([OH:23])=[CH:19][CH:18]=1.C([C:26]1[C:27]([N:34]=[CH:35][N:36]([CH3:38])C)=[N:28][C:29]([CH2:32][CH3:33])=[CH:30][CH:31]=1)#N.NC1C=C(OCC2C=CC(OC)=CC=2)C=CC=1SC1C=CC(O)=CC=1.C(C1C(N=CN(C)C)=NC(C)=CC=1)#N, predict the reaction product. The product is: [CH2:9]([O:8][C:6]1[CH:5]=[CH:4][C:3]([S:16][C:17]2[CH:18]=[CH:19][C:20]([OH:23])=[CH:21][CH:22]=2)=[C:2]([NH:1][C:38]2[C:26]3[CH:31]=[CH:30][C:29]([CH2:32][CH3:33])=[N:28][C:27]=3[N:34]=[CH:35][N:36]=2)[CH:7]=1)[C:10]1[CH:11]=[CH:12][CH:13]=[CH:14][CH:15]=1. (4) Given the reactants [NH2:1][C:2]1[CH:7]=[C:6]([O:8][C:9]2[CH:10]=[CH:11][C:12]3[O:16][C@@H:15]4[C@@H:17]([NH:18]C(=O)OC(C)(C)C)[C@@H:14]4[C:13]=3[CH:26]=2)[CH:5]=[CH:4][N:3]=1.CCOC(C)=O.[ClH:33], predict the reaction product. The product is: [ClH:33].[NH2:18][C@H:17]1[C@H:14]2[C@@H:15]1[O:16][C:12]1[CH:11]=[CH:10][C:9]([O:8][C:6]3[CH:5]=[CH:4][N:3]=[C:2]([NH2:1])[CH:7]=3)=[CH:26][C:13]=12. (5) The product is: [F:13][C:3]1[CH:4]=[C:5]([S:9]([NH2:12])(=[O:11])=[O:10])[CH:6]=[C:7]([F:8])[C:2]=1[CH3:16]. Given the reactants Br[C:2]1[C:7]([F:8])=[CH:6][C:5]([S:9]([NH2:12])(=[O:11])=[O:10])=[CH:4][C:3]=1[F:13].[F-].[Cs+].[CH3:16]B(O)O, predict the reaction product. (6) Given the reactants Br[C:2]1[CH:7]=[CH:6][C:5]([NH:8][C:9]([N:11]2[CH2:20][CH2:19][C:18]3[C:13](=[CH:14][CH:15]=[CH:16][CH:17]=3)[CH2:12]2)=[O:10])=[CH:4][CH:3]=1.[CH2:21]([N:25]1[CH:29]=[C:28](B2OC(C)(C)C(C)(C)O2)[CH:27]=[N:26]1)[CH:22]([CH3:24])[CH3:23].C(=O)([O-])[O-].[Na+].[Na+].O, predict the reaction product. The product is: [CH2:21]([N:25]1[CH:29]=[C:28]([C:2]2[CH:7]=[CH:6][C:5]([NH:8][C:9]([N:11]3[CH2:20][CH2:19][C:18]4[C:13](=[CH:14][CH:15]=[CH:16][CH:17]=4)[CH2:12]3)=[O:10])=[CH:4][CH:3]=2)[CH:27]=[N:26]1)[CH:22]([CH3:24])[CH3:23].